This data is from Forward reaction prediction with 1.9M reactions from USPTO patents (1976-2016). The task is: Predict the product of the given reaction. Given the reactants [CH3:1][C:2]1[CH:7]=[C:6]([CH3:8])[CH:5]=[CH:4][C:3]=1[C:9]1[O:13][N:12]=[CH:11][C:10]=1[C:14]([OH:16])=O.Cl.[NH:18]1[CH2:23][CH2:22][CH2:21][C@H:20]([C:24]([OH:27])([CH3:26])[CH3:25])[CH2:19]1.C(N(CC)CC)C, predict the reaction product. The product is: [CH3:1][C:2]1[CH:7]=[C:6]([CH3:8])[CH:5]=[CH:4][C:3]=1[C:9]1[O:13][N:12]=[CH:11][C:10]=1[C:14]([N:18]1[CH2:23][CH2:22][CH2:21][C@H:20]([C:24]([OH:27])([CH3:26])[CH3:25])[CH2:19]1)=[O:16].